Dataset: Forward reaction prediction with 1.9M reactions from USPTO patents (1976-2016). Task: Predict the product of the given reaction. (1) Given the reactants Br[C:2]1[CH:3]=[CH:4][CH:5]=[C:6]2[C:11]=1[N:10]=[CH:9][C:8]([F:12])=[CH:7]2.[Cl-].C([O:18][C:19](=[O:22])[CH2:20][Zn+])(C)(C)C.[OH-].[Na+].CO, predict the reaction product. The product is: [F:12][C:8]1[CH:9]=[N:10][C:11]2[C:6]([CH:7]=1)=[CH:5][CH:4]=[CH:3][C:2]=2[CH2:20][C:19]([OH:22])=[O:18]. (2) The product is: [C:3]([O:7][C:8](=[O:80])[CH2:9][CH2:10][C@@H:11]1[C:12](=[O:79])[NH:13][C@@H:14]2[CH2:58][S:59][S:32][CH2:31][CH2:30][CH:29]=[CH:28][C@@H:23]([O:22][C:21](=[O:52])[CH2:20][NH:19][C:18](=[O:53])[C@@H:17]([CH:54]([CH3:56])[CH3:55])[NH:16][C:15]2=[O:57])[CH2:24][C:25](=[O:27])[NH:26]1)([CH3:6])([CH3:5])[CH3:4]. Given the reactants II.[C:3]([O:7][C:8](=[O:80])[CH2:9][CH2:10][C@H:11]1[NH:26][C:25](=[O:27])[CH2:24][C@@H:23](/[CH:28]=[CH:29]/[CH2:30][CH2:31][S:32]C(C2C=CC=CC=2)(C2C=CC=CC=2)C2C=CC=CC=2)[O:22][C:21](=[O:52])[CH2:20][NH:19][C:18](=[O:53])[C@@H:17]([CH:54]([CH3:56])[CH3:55])[NH:16][C:15](=[O:57])[C@@H:14]([CH2:58][S:59]C(C2C=CC=CC=2)(C2C=CC=CC=2)C2C=CC=CC=2)[NH:13][C:12]1=[O:79])([CH3:6])([CH3:5])[CH3:4], predict the reaction product. (3) Given the reactants Cl.[NH2:2][C:3]1[N:8]=[C:7]([C:9]2[CH:18]=[C:17]3[C:12]([CH2:13][CH2:14][N:15]([C:19]([O:21][CH:22]4[CH2:27][CH2:26][N:25](C(OC(C)(C)C)=O)[CH2:24][CH2:23]4)=[O:20])[CH2:16]3)=[CH:11][CH:10]=2)[CH:6]=[C:5]([N:35]2[CH2:40][CH2:39][N:38]([CH3:41])[CH2:37][CH2:36]2)[N:4]=1, predict the reaction product. The product is: [NH2:2][C:3]1[N:8]=[C:7]([C:9]2[CH:18]=[C:17]3[C:12]([CH2:13][CH2:14][N:15]([C:19]([O:21][CH:22]4[CH2:27][CH2:26][NH:25][CH2:24][CH2:23]4)=[O:20])[CH2:16]3)=[CH:11][CH:10]=2)[CH:6]=[C:5]([N:35]2[CH2:40][CH2:39][N:38]([CH3:41])[CH2:37][CH2:36]2)[N:4]=1.